Dataset: Forward reaction prediction with 1.9M reactions from USPTO patents (1976-2016). Task: Predict the product of the given reaction. (1) Given the reactants [NH:1]1[C:5]([C:6]2[CH:7]=[C:8]([C:12]3[N:17]4[N:18]=[CH:19][C:20]([C:21]([C:23]5[S:24][CH:25]=[CH:26][CH:27]=5)=[O:22])=[C:16]4[N:15]=[CH:14][CH:13]=3)[CH:9]=[CH:10][CH:11]=2)=[N:4][N:3]=[N:2]1.[CH2:28](I)[CH2:29][CH2:30][CH3:31], predict the reaction product. The product is: [CH2:28]([N:3]1[N:2]=[N:1][C:5]([C:6]2[CH:7]=[C:8]([C:12]3[N:17]4[N:18]=[CH:19][C:20]([C:21]([C:23]5[S:24][CH:25]=[CH:26][CH:27]=5)=[O:22])=[C:16]4[N:15]=[CH:14][CH:13]=3)[CH:9]=[CH:10][CH:11]=2)=[N:4]1)[CH2:29][CH2:30][CH3:31]. (2) Given the reactants [Cl:1][C:2]1[CH:21]=[CH:20][C:5]([O:6][C:7]2[CH:12]=[CH:11][C:10]([N:13]3[C:17](=[O:18])[CH2:16][CH2:15][C:14]3=[O:19])=[CH:9][CH:8]=2)=[CH:4][CH:3]=1.CC(C[AlH]CC(C)C)C.N#N, predict the reaction product. The product is: [Cl:1][C:2]1[CH:3]=[CH:4][C:5]([O:6][C:7]2[CH:12]=[CH:11][C:10]([N:13]3[CH:17]([OH:18])[CH2:16][CH2:15][C:14]3=[O:19])=[CH:9][CH:8]=2)=[CH:20][CH:21]=1.